From a dataset of NCI-60 drug combinations with 297,098 pairs across 59 cell lines. Regression. Given two drug SMILES strings and cell line genomic features, predict the synergy score measuring deviation from expected non-interaction effect. Drug 1: C1=CC(=CC=C1C#N)C(C2=CC=C(C=C2)C#N)N3C=NC=N3. Synergy scores: CSS=34.7, Synergy_ZIP=1.80, Synergy_Bliss=1.97, Synergy_Loewe=-15.2, Synergy_HSA=1.92. Cell line: A498. Drug 2: CC1CCCC2(C(O2)CC(NC(=O)CC(C(C(=O)C(C1O)C)(C)C)O)C(=CC3=CSC(=N3)C)C)C.